This data is from Full USPTO retrosynthesis dataset with 1.9M reactions from patents (1976-2016). The task is: Predict the reactants needed to synthesize the given product. Given the product [CH3:10][C:3]1[CH:4]=[C:5]([CH:8]=[CH:9][C:2]=1[C:11]1[CH:16]=[CH:15][CH:14]=[CH:13][CH:12]=1)[C:6]#[N:7], predict the reactants needed to synthesize it. The reactants are: Br[C:2]1[CH:9]=[CH:8][C:5]([C:6]#[N:7])=[CH:4][C:3]=1[CH3:10].[C:11]1(B(O)O)[CH:16]=[CH:15][CH:14]=[CH:13][CH:12]=1.